This data is from Reaction yield outcomes from USPTO patents with 853,638 reactions. The task is: Predict the reaction yield, written as a fraction of the theoretical maximum amount of product (1.0 means a 100% yield; for example, 0.34 means a 34% yield). The reactants are [CH2:1]([N:3]1[C:12]2[C:7](=[N:8][CH:9]=[C:10]([CH2:13][C:14]3[CH:19]=[CH:18][C:17]([F:20])=[CH:16][CH:15]=3)[CH:11]=2)[C:6]([OH:21])=[C:5]([C:22]([O:24]CC)=O)[C:4]1=[O:27])[CH3:2].[NH2:28][CH2:29][CH2:30][N:31]([CH3:36])[S:32]([CH3:35])(=[O:34])=[O:33]. No catalyst specified. The product is [CH2:1]([N:3]1[C:12]2[C:7](=[N:8][CH:9]=[C:10]([CH2:13][C:14]3[CH:19]=[CH:18][C:17]([F:20])=[CH:16][CH:15]=3)[CH:11]=2)[C:6]([OH:21])=[C:5]([C:22]([NH:28][CH2:29][CH2:30][N:31]([CH3:36])[S:32]([CH3:35])(=[O:34])=[O:33])=[O:24])[C:4]1=[O:27])[CH3:2]. The yield is 0.670.